Dataset: Catalyst prediction with 721,799 reactions and 888 catalyst types from USPTO. Task: Predict which catalyst facilitates the given reaction. Reactant: [C:1](Cl)(=[O:8])[C:2]1[CH:7]=[CH:6][CH:5]=[CH:4][CH:3]=1.[OH:10][C:11]1[CH:19]=[CH:18][C:14]([C:15]([OH:17])=[O:16])=[CH:13][CH:12]=1.[OH-].[Na+].Cl. Product: [C:1]([O:10][C:11]1[CH:19]=[CH:18][C:14]([C:15]([OH:17])=[O:16])=[CH:13][CH:12]=1)(=[O:8])[C:2]1[CH:7]=[CH:6][CH:5]=[CH:4][CH:3]=1. The catalyst class is: 283.